Task: Predict the reaction yield, written as a fraction of the theoretical maximum amount of product (1.0 means a 100% yield; for example, 0.34 means a 34% yield).. Dataset: Reaction yield outcomes from USPTO patents with 853,638 reactions (1) The reactants are [N:1]([CH2:4][C@@H:5]([C:14]1[CH:23]=[CH:22][C:21]([O:24]CC2C=CC=CC=2)=[C:20]2[C:15]=1[CH:16]=[CH:17][C:18](=[O:32])[NH:19]2)[O:6][Si](C(C)(C)C)(C)C)=[N+]=[N-].CC1CC=CCC=1.[ClH:40].O1CCOCC1. The catalyst is C(O)C.[Pd]. The product is [ClH:40].[NH2:1][CH2:4][C@@H:5]([C:14]1[CH:23]=[CH:22][C:21]([OH:24])=[C:20]2[C:15]=1[CH:16]=[CH:17][C:18](=[O:32])[NH:19]2)[OH:6]. The yield is 0.620. (2) The reactants are Br[C:2]1[CH:3]=[C:4]([N:11]2[CH:15]3[CH2:16][CH2:17][CH:12]2[CH2:13][CH2:14]3)[CH:5]=[CH:6][C:7]=1[N+:8]([O-:10])=[O:9].CN(C=O)C.C(N(CC)CC)C.[CH3:30][N:31]([CH3:35])[CH2:32][C:33]#[CH:34]. The catalyst is C(OCC)(=O)C.Cl[Pd](Cl)([P](C1C=CC=CC=1)(C1C=CC=CC=1)C1C=CC=CC=1)[P](C1C=CC=CC=1)(C1C=CC=CC=1)C1C=CC=CC=1.[Cu]I. The product is [CH:15]12[N:11]([C:4]3[CH:5]=[CH:6][C:7]([N+:8]([O-:10])=[O:9])=[C:2]([C:34]#[C:33][CH2:32][N:31]([CH3:35])[CH3:30])[CH:3]=3)[CH:12]([CH2:17][CH2:16]1)[CH2:13][CH2:14]2. The yield is 0.790. (3) The yield is 0.890. The product is [O:1]1[CH2:5][CH2:4][O:3][CH:2]1[C:6]1[C:15]([CH2:22][C:23]2[CH:30]=[CH:29][C:26]([CH3:27])=[CH:25][CH:24]=2)=[CH:14][C:13]2[C:12]([CH3:18])([CH3:17])[CH2:11][CH2:10][C:9]([CH3:20])([CH3:19])[C:8]=2[CH:7]=1. The catalyst is O1CCCC1. The reactants are [O:1]1[CH2:5][CH2:4][O:3][CH:2]1[C:6]1[C:15](Br)=[CH:14][C:13]2[C:12]([CH3:18])([CH3:17])[CH2:11][CH2:10][C:9]([CH3:20])([CH3:19])[C:8]=2[CH:7]=1.[Cl-].[CH3:22][C:23]1[CH:30]=[CH:29][C:26]([CH2:27][Zn+])=[CH:25][CH:24]=1.